This data is from Full USPTO retrosynthesis dataset with 1.9M reactions from patents (1976-2016). The task is: Predict the reactants needed to synthesize the given product. (1) Given the product [CH3:1][C:2]1([CH3:19])[CH2:7][CH:6]([CH2:8][CH2:9][CH2:10][OH:11])[CH2:5][CH2:4][O:3]1, predict the reactants needed to synthesize it. The reactants are: [CH3:1][C:2]1([CH3:19])[CH2:7][C:6](=[CH:8][CH2:9][CH2:10][O:11]CC2C=CC=CC=2)[CH2:5][CH2:4][O:3]1. (2) The reactants are: [O:1]1[CH2:5][CH2:4][O:3][CH:2]1[CH2:6][C:7]1[CH:15]=[CH:14][C:10]([C:11]([OH:13])=[O:12])=[CH:9][CH:8]=1.[Cl:16][C:17]1[CH:18]=[N+:19]([O-:37])[CH:20]=[C:21]([Cl:36])[C:22]=1[CH2:23][C@@H:24]([C:26]1[CH:31]=[CH:30][C:29]([O:32][CH3:33])=[C:28]([O:34][CH3:35])[CH:27]=1)O.CCN=C=NCCCN(C)C.Cl.O. Given the product [O:1]1[CH2:5][CH2:4][O:3][CH:2]1[CH2:6][C:7]1[CH:15]=[CH:14][C:10]([C:11]([O:13][C@H:24]([C:26]2[CH:31]=[CH:30][C:29]([O:32][CH3:33])=[C:28]([O:34][CH3:35])[CH:27]=2)[CH2:23][C:22]2[C:21]([Cl:36])=[CH:20][N+:19]([O-:37])=[CH:18][C:17]=2[Cl:16])=[O:12])=[CH:9][CH:8]=1, predict the reactants needed to synthesize it. (3) Given the product [NH2:27][CH2:26][C:9]1[C:10]([CH2:22][CH:23]([CH3:25])[CH3:24])=[N:11][C:12]([CH3:21])=[C:13]([C:8]=1[C:5]1[CH:6]=[CH:7][C:2]([Cl:1])=[CH:3][CH:4]=1)[C:14]([O:16][C:17]([CH3:20])([CH3:19])[CH3:18])=[O:15], predict the reactants needed to synthesize it. The reactants are: [Cl:1][C:2]1[CH:7]=[CH:6][C:5]([C:8]2[C:13]([C:14]([O:16][C:17]([CH3:20])([CH3:19])[CH3:18])=[O:15])=[C:12]([CH3:21])[N:11]=[C:10]([CH2:22][CH:23]([CH3:25])[CH3:24])[C:9]=2[C:26]#[N:27])=[CH:4][CH:3]=1.N.O1CCCC1.[H][H]. (4) Given the product [CH:34]([O:37][C:19]1[CH:18]=[CH:17][CH:16]=[C:15]2[C:14]=1[NH:26][CH:38]=[CH:42]2)([CH3:36])[CH3:35], predict the reactants needed to synthesize it. The reactants are: [C:14]1(P([C:14]2[CH:19]=[CH:18][CH:17]=[CH:16][CH:15]=2)[C:14]2[CH:19]=[CH:18][CH:17]=[CH:16][CH:15]=2)[CH:19]=[CH:18][CH:17]=[CH:16][CH:15]=1.CC(OC(/[N:26]=N/C(OC(C)C)=O)=O)C.[CH:34]([OH:37])([CH3:36])[CH3:35].[CH2:38]1[CH2:42]OCC1. (5) Given the product [F:35][CH2:34][CH2:33][N:15]([CH2:16][C:17]1[CH:22]=[CH:21][C:20]([O:23][CH2:24][CH2:25][N:26]2[CH2:27][CH2:28][CH2:29][CH2:30][CH2:31]2)=[C:19]([F:32])[CH:18]=1)[C:13]1[CH:14]=[C:9]([OH:8])[CH:10]=[CH:11][C:12]=1[CH:36]1[CH2:45][CH2:44][C:43]2[CH:42]=[C:41]([OH:46])[CH:40]=[CH:39][C:38]=2[CH2:37]1, predict the reactants needed to synthesize it. The reactants are: [Si]([O:8][C:9]1[CH:10]=[CH:11][C:12]([CH:36]2[CH2:45][CH2:44][C:43]3[C:38](=[CH:39][CH:40]=[C:41]([O:46][Si](C(C)(C)C)(C)C)[CH:42]=3)[CH2:37]2)=[C:13]([N:15]([CH2:33][CH2:34][F:35])[CH2:16][C:17]2[CH:22]=[CH:21][C:20]([O:23][CH2:24][CH2:25][N:26]3[CH2:31][CH2:30][CH2:29][CH2:28][CH2:27]3)=[C:19]([F:32])[CH:18]=2)[CH:14]=1)(C(C)(C)C)(C)C.[F-].C([N+](CCCC)(CCCC)CCCC)CCC.Cl.CO.N. (6) The reactants are: [Cl:1][C:2]1[N:3]=[C:4]([N:11]2[CH2:16][CH2:15][O:14][CH2:13][CH2:12]2)[C:5]2[CH:10]=[CH:9][S:8][C:6]=2[N:7]=1.[Li]CCCC.CN([CH:25]=[O:26])C.Cl. Given the product [Cl:1][C:2]1[N:3]=[C:4]([N:11]2[CH2:16][CH2:15][O:14][CH2:13][CH2:12]2)[C:5]2[CH:10]=[C:9]([CH:25]=[O:26])[S:8][C:6]=2[N:7]=1, predict the reactants needed to synthesize it.